This data is from TCR-epitope binding with 47,182 pairs between 192 epitopes and 23,139 TCRs. The task is: Binary Classification. Given a T-cell receptor sequence (or CDR3 region) and an epitope sequence, predict whether binding occurs between them. (1) The epitope is AVFDRKSDAK. The TCR CDR3 sequence is CASSLSAYNEQFF. Result: 0 (the TCR does not bind to the epitope). (2) The epitope is PROT_97E67BCC. The TCR CDR3 sequence is CASSAKARGNQPQHF. Result: 1 (the TCR binds to the epitope). (3) The epitope is KLGGALQAK. The TCR CDR3 sequence is CASSQDVPNEQFF. Result: 1 (the TCR binds to the epitope).